This data is from Forward reaction prediction with 1.9M reactions from USPTO patents (1976-2016). The task is: Predict the product of the given reaction. Given the reactants [CH2:1]([O:8][C:9](=[O:20])[CH2:10][CH2:11][C:12]1[CH:17]=[CH:16][C:15]([OH:18])=[C:14]([Cl:19])[CH:13]=1)[C:2]1[CH:7]=[CH:6][CH:5]=[CH:4][CH:3]=1.C(=O)([O-])[O-].[K+].[K+].Br[CH2:28][C:29]([O:31][C:32]([CH3:35])([CH3:34])[CH3:33])=[O:30], predict the reaction product. The product is: [CH2:1]([O:8][C:9](=[O:20])[CH2:10][CH2:11][C:12]1[CH:17]=[CH:16][C:15]([O:18][CH2:28][C:29]([O:31][C:32]([CH3:35])([CH3:34])[CH3:33])=[O:30])=[C:14]([Cl:19])[CH:13]=1)[C:2]1[CH:7]=[CH:6][CH:5]=[CH:4][CH:3]=1.